This data is from Reaction yield outcomes from USPTO patents with 853,638 reactions. The task is: Predict the reaction yield, written as a fraction of the theoretical maximum amount of product (1.0 means a 100% yield; for example, 0.34 means a 34% yield). (1) The reactants are C[O:2][C:3]([C:5]1[N:9]=[C:8]([Cl:10])[N:7]([CH2:11][O:12][CH2:13][CH2:14][Si:15]([CH3:18])([CH3:17])[CH3:16])[N:6]=1)=[O:4].[OH-].[K+:20]. The catalyst is CCO.CCOCC. The product is [K+:20].[Cl:10][C:8]1[N:7]([CH2:11][O:12][CH2:13][CH2:14][Si:15]([CH3:17])([CH3:18])[CH3:16])[N:6]=[C:5]([C:3]([O-:4])=[O:2])[N:9]=1. The yield is 0.910. (2) The reactants are [Cl:1][C:2]1[CH:7]=[C:6]([Cl:8])[CH:5]=[CH:4][C:3]=1[C:9]1[N:10]=[C:11](/[CH:18]=[CH:19]/[C:20]2[CH:25]=[CH:24][C:23]([O:26][CH3:27])=[CH:22][CH:21]=2)[N:12]([CH2:14][C:15]([OH:17])=O)[CH:13]=1.[CH3:28][O:29][C:30]1[CH:31]=[C:32]([CH:36]=[CH:37][CH:38]=1)[CH2:33][CH2:34][NH2:35]. No catalyst specified. The product is [Cl:1][C:2]1[CH:7]=[C:6]([Cl:8])[CH:5]=[CH:4][C:3]=1[C:9]1[N:10]=[C:11](/[CH:18]=[CH:19]/[C:20]2[CH:21]=[CH:22][C:23]([O:26][CH3:27])=[CH:24][CH:25]=2)[N:12]([CH2:14][C:15]([NH:35][CH2:34][CH2:33][C:32]2[CH:36]=[CH:37][CH:38]=[C:30]([O:29][CH3:28])[CH:31]=2)=[O:17])[CH:13]=1. The yield is 0.800. (3) The reactants are [CH3:1][C:2]1([CH3:28])[C:6]([CH3:8])([CH3:7])[O:5][B:4]([C:9]2[CH:18]=[CH:17][C:16]3[C:11](=[CH:12][CH:13]=[C:14](B4OC(C)(C)C(C)(C)O4)[CH:15]=3)[CH:10]=2)[O:3]1.Br[C:30]1[CH:51]=[CH:50][C:33]2[NH:34][C:35]([C@@H:37]3[CH2:42][C@@H:41]4[C@@H:39]([CH2:40]4)[N:38]3[C:43]([O:45][C:46]([CH3:49])([CH3:48])[CH3:47])=[O:44])=[N:36][C:32]=2[CH:31]=1.C(=O)([O-])[O-].[Na+].[Na+]. The catalyst is COCCOC.O.C1C=CC([P]([Pd]([P](C2C=CC=CC=2)(C2C=CC=CC=2)C2C=CC=CC=2)([P](C2C=CC=CC=2)(C2C=CC=CC=2)C2C=CC=CC=2)[P](C2C=CC=CC=2)(C2C=CC=CC=2)C2C=CC=CC=2)(C2C=CC=CC=2)C2C=CC=CC=2)=CC=1. The product is [CH3:7][C:6]1([CH3:8])[C:2]([CH3:1])([CH3:28])[O:3][B:4]([C:9]2[CH:10]=[C:11]3[C:16](=[CH:17][CH:18]=2)[CH:15]=[C:14]([C:30]2[CH:51]=[CH:50][C:33]4[N:34]=[C:35]([C@@H:37]5[CH2:42][C@@H:41]6[C@@H:39]([CH2:40]6)[N:38]5[C:43]([O:45][C:46]([CH3:47])([CH3:48])[CH3:49])=[O:44])[NH:36][C:32]=4[CH:31]=2)[CH:13]=[CH:12]3)[O:5]1. The yield is 0.490. (4) The reactants are [CH2:1]([N:5]([CH2:27][CH2:28][CH2:29][CH3:30])[C:6]1[CH:11]=[CH:10][C:9]([CH:12]=[CH:13][C:14]2[CH2:19][C:18]([CH3:21])([CH3:20])[CH2:17][C:16](=[CH:22][CH:23]=O)[CH:15]=2)=[C:8]([O:25][CH3:26])[CH:7]=1)[CH2:2][CH2:3][CH3:4].[C:31]([C:33]1[C:34](=[C:41]([C:44]#[N:45])[C:42]#[N:43])[O:35][C:36]([CH3:40])([CH3:39])[C:37]=1[CH3:38])#[N:32].C([O-])(=O)C.[NH4+]. The catalyst is C(O)C. The product is [CH2:27]([N:5]([CH2:1][CH2:2][CH2:3][CH3:4])[C:6]1[CH:11]=[CH:10][C:9]([CH:12]=[CH:13][C:14]2[CH2:19][C:18]([CH3:20])([CH3:21])[CH2:17][C:16](=[CH:22][CH:23]=[CH:38][C:37]3[C:36]([CH3:39])([CH3:40])[O:35][C:34](=[C:41]([C:42]#[N:43])[C:44]#[N:45])[C:33]=3[C:31]#[N:32])[CH:15]=2)=[C:8]([O:25][CH3:26])[CH:7]=1)[CH2:28][CH2:29][CH3:30]. The yield is 0.918. (5) The reactants are [NH2:1][C:2]1[N:3]=[C:4]([CH3:18])[C:5]2[CH:11]=[C:10]([C:12]#[CH:13])[C:9](=[O:14])[N:8]([CH:15]([CH3:17])[CH3:16])[C:6]=2[N:7]=1.[CH2:19]([N:21]([CH2:29][CH3:30])[C:22](=[O:28])[O:23][CH2:24][N:25]=[N+:26]=[N-:27])[CH3:20]. The catalyst is S([O-])([O-])(=O)=O.[Cu+2].CC(O)(C)C.O. The product is [CH2:29]([N:21]([CH2:19][CH3:20])[C:22](=[O:28])[O:23][CH2:24][N:25]1[CH:13]=[C:12]([C:10]2[C:9](=[O:14])[N:8]([CH:15]([CH3:16])[CH3:17])[C:6]3[N:7]=[C:2]([NH2:1])[N:3]=[C:4]([CH3:18])[C:5]=3[CH:11]=2)[N:27]=[N:26]1)[CH3:30]. The yield is 0.690. (6) The reactants are [CH3:1][O:2][C:3]1[CH:11]=[C:10]2[C:6]([C:7]([C:31](=[O:39])[C:32]3[CH:37]=[CH:36][C:35]([CH3:38])=[CH:34][CH:33]=3)=[C:8]([CH3:30])[N:9]2[CH2:12][C:13]2[CH:14]=[C:15]([CH:27]=[CH:28][CH:29]=2)[CH2:16][O:17][C:18]2([C:22]([O:24]CC)=[O:23])[CH2:21][CH2:20][CH2:19]2)=[CH:5][CH:4]=1.C1COCC1.[OH-].[Na+]. The catalyst is CO.O. The product is [CH3:1][O:2][C:3]1[CH:11]=[C:10]2[C:6]([C:7]([C:31](=[O:39])[C:32]3[CH:37]=[CH:36][C:35]([CH3:38])=[CH:34][CH:33]=3)=[C:8]([CH3:30])[N:9]2[CH2:12][C:13]2[CH:14]=[C:15]([CH:27]=[CH:28][CH:29]=2)[CH2:16][O:17][C:18]2([C:22]([OH:24])=[O:23])[CH2:21][CH2:20][CH2:19]2)=[CH:5][CH:4]=1. The yield is 0.450. (7) The product is [CH3:1][O:2][CH2:3][CH:4]([NH:6][C:7]([C:9]1[CH:10]=[C:11]([C:16]2[CH:21]=[CH:20][C:19]([CH3:22])=[CH:18][CH:17]=2)[CH:12]=[C:13]([I:31])[CH:14]=1)=[O:8])[CH3:5]. No catalyst specified. The yield is 0.838. The reactants are [CH3:1][O:2][CH2:3][CH:4]([NH:6][C:7]([C:9]1[CH:10]=[C:11]([C:16]2[CH:21]=[CH:20][C:19]([CH3:22])=[CH:18][CH:17]=2)[CH:12]=[C:13](N)[CH:14]=1)=[O:8])[CH3:5].N(OCCC(C)C)=O.[I:31]CI.